Dataset: Forward reaction prediction with 1.9M reactions from USPTO patents (1976-2016). Task: Predict the product of the given reaction. (1) Given the reactants C[O:2][C:3]1[CH:8]=[CH:7][C:6]([N:9]2[C:13]3[CH:14]=[CH:15][CH:16]=[CH:17][C:12]=3[N:11]=[C:10]2[C:18]2[CH:34]=[CH:33][C:21]([C:22]([NH:24][CH:25]([C:27]3[CH:32]=[CH:31][CH:30]=[CH:29][CH:28]=3)[CH3:26])=[O:23])=[CH:20][CH:19]=2)=[CH:5][CH:4]=1.B(Br)(Br)Br, predict the reaction product. The product is: [OH:2][C:3]1[CH:4]=[CH:5][C:6]([N:9]2[C:13]3[CH:14]=[CH:15][CH:16]=[CH:17][C:12]=3[N:11]=[C:10]2[C:18]2[CH:19]=[CH:20][C:21]([C:22]([NH:24][CH:25]([C:27]3[CH:28]=[CH:29][CH:30]=[CH:31][CH:32]=3)[CH3:26])=[O:23])=[CH:33][CH:34]=2)=[CH:7][CH:8]=1. (2) Given the reactants [CH2:1]([C:4]1[C:9]([C:10]([O:12]C)=[O:11])=[CH:8][CH:7]=[CH:6][C:5]=1[N:14]([CH2:28][CH3:29])[CH:15]1[CH2:20][CH2:19][N:18]([C:21]([O:23][C:24]([CH3:27])([CH3:26])[CH3:25])=[O:22])[CH2:17][CH2:16]1)[CH:2]=[CH2:3].[OH-].[Na+].Cl, predict the reaction product. The product is: [CH2:1]([C:4]1[C:5]([N:14]([CH:15]2[CH2:16][CH2:17][N:18]([C:21]([O:23][C:24]([CH3:25])([CH3:27])[CH3:26])=[O:22])[CH2:19][CH2:20]2)[CH2:28][CH3:29])=[CH:6][CH:7]=[CH:8][C:9]=1[C:10]([OH:12])=[O:11])[CH:2]=[CH2:3]. (3) The product is: [C:1]([O:5][C:6]1[C:11]([CH2:12][CH2:13][N:25]2[CH2:24][CH2:23][CH:22]([CH2:21][O:20][C:19]3[CH:28]=[CH:29][CH:30]=[CH:31][C:18]=3[F:17])[CH2:27][CH2:26]2)=[N:10][CH:9]=[CH:8][N:7]=1)([CH3:2])([CH3:3])[CH3:4]. Given the reactants [C:1]([O:5][C:6]1[C:11](/[CH:12]=[CH:13]\OC)=[N:10][CH:9]=[CH:8][N:7]=1)([CH3:4])([CH3:3])[CH3:2].Cl.[F:17][C:18]1[CH:31]=[CH:30][CH:29]=[CH:28][C:19]=1[O:20][CH2:21][CH:22]1[CH2:27][CH2:26][NH:25][CH2:24][CH2:23]1.C(O[BH-](OC(=O)C)OC(=O)C)(=O)C.[Na+].C(=O)([O-])[O-].[Na+].[Na+], predict the reaction product. (4) Given the reactants [C:1]([C:3]1[CH2:7][C:6]2([CH2:12][CH2:11]N(C3C([N+]([O-])=O)=CC=C(C)N=3)[CH2:9][CH2:8]2)[O:5][N:4]=1)#[CH:2].[O:23]1[CH:27]=[CH:26][CH:25]=[C:24]1[C:28](Cl)=[O:29].C(N(CC)CC)C.[OH2:38].[CH2:39]1[CH2:43][O:42][CH2:41]C1, predict the reaction product. The product is: [O:23]1[CH:27]=[CH:26][CH:25]=[C:24]1[C:28](=[O:29])[C:2]#[C:1][C:3]1[CH2:7][C:6]2([CH2:8][CH2:9][C:41]3([O:42][CH2:43][CH2:39][O:38]3)[CH2:11][CH2:12]2)[O:5][N:4]=1. (5) Given the reactants [CH3:1][C:2]1[C:3]([CH2:11][S@:12]([C:14]2[NH:15][C:16]3[CH:22]=[CH:21][CH:20]=[CH:19][C:17]=3[N:18]=2)=[O:13])=[N:4][CH:5]=[CH:6][C:7]=1[N+]([O-])=[O:9].[OH-:23].[K+].O.C1(C)C=CC=CC=1.[F:33][C:34]([F:38])([F:37])[CH2:35][OH:36], predict the reaction product. The product is: [CH3:1][C:2]1[C:3]([CH2:11][S@:12]([C:14]2[NH:15][C:16]3[C:17](=[CH:19][CH:20]=[CH:21][CH:22]=3)[N:18]=2)=[O:13])=[N:4][CH:5]=[CH:6][C:7]=1[O:36][CH2:35][C:34]([F:38])([F:37])[F:33].[CH3:1][C:2]1[C:3]([CH2:11][S@:12]([C:14]2[NH:15][C:16]3[C:17](=[CH:19][CH:20]=[CH:21][CH:22]=3)[N:18]=2)=[O:13])=[N:4][CH:5]=[CH:6][C:7]=1[O:36][CH2:35][C:34]([F:38])([F:37])[F:33].[OH2:9].[OH2:23].[OH2:9]. (6) Given the reactants [NH2:1][C:2]1[CH:7]=[CH:6][C:5]([Br:8])=[CH:4][C:3]=1[CH2:9][OH:10], predict the reaction product. The product is: [NH2:1][C:2]1[CH:7]=[CH:6][C:5]([Br:8])=[CH:4][C:3]=1[CH:9]=[O:10]. (7) Given the reactants [F:1][C:2]1[S:6][C:5]([C:7]2[CH:8]=[N:9][CH:10]=[C:11]([N+:14]([O-])=O)[C:12]=2[NH2:13])=[CH:4][CH:3]=1.CC(O)=O, predict the reaction product. The product is: [F:1][C:2]1[S:6][C:5]([C:7]2[C:12]([NH2:13])=[C:11]([NH2:14])[CH:10]=[N:9][CH:8]=2)=[CH:4][CH:3]=1. (8) The product is: [F:44][C:41]1[CH:42]=[CH:43][C:38]([CH2:37][C:24]2[CH:23]=[N:22][C:21]([N:18]3[CH2:19][CH2:20][N:15]([C:6]4[C:5]5[C:10](=[CH:11][C:12]([O:13][CH3:14])=[C:3]([O:2][CH3:1])[CH:4]=5)[N:9]=[CH:8][N:7]=4)[CH2:16][CH2:17]3)=[N:26][CH:25]=2)=[CH:39][CH:40]=1. Given the reactants [CH3:1][O:2][C:3]1[CH:4]=[C:5]2[C:10](=[CH:11][C:12]=1[O:13][CH3:14])[N:9]=[CH:8][N:7]=[C:6]2[N:15]1[CH2:20][CH2:19][N:18]([C:21]2[N:26]=[CH:25][C:24](B3OC(C)(C)C(C)(C)O3)=[CH:23][N:22]=2)[CH2:17][CH2:16]1.Br[CH2:37][C:38]1[CH:43]=[CH:42][C:41]([F:44])=[CH:40][CH:39]=1.C(=O)([O-])[O-].[Cs+].[Cs+].N#N, predict the reaction product.